From a dataset of Catalyst prediction with 721,799 reactions and 888 catalyst types from USPTO. Predict which catalyst facilitates the given reaction. (1) Reactant: [Cl:1][C:2]1[N:7]=[CH:6][C:5]2[CH:8]=[CH:9][NH:10][C:4]=2[CH:3]=1.[C:11](O[C:11]([O:13][C:14]([CH3:17])([CH3:16])[CH3:15])=[O:12])([O:13][C:14]([CH3:17])([CH3:16])[CH3:15])=[O:12]. Product: [Cl:1][C:2]1[N:7]=[CH:6][C:5]2[CH:8]=[CH:9][N:10]([C:11]([O:13][C:14]([CH3:17])([CH3:16])[CH3:15])=[O:12])[C:4]=2[CH:3]=1. The catalyst class is: 616. (2) Reactant: [NH2:1][C:2]1[CH:9]=[CH:8][C:5]([CH2:6][NH2:7])=[CH:4][CH:3]=1.[C:10](OC(=O)C)(=[O:12])[CH3:11]. Product: [NH2:1][C:2]1[CH:9]=[CH:8][C:5]([CH2:6][NH:7][C:10](=[O:12])[CH3:11])=[CH:4][CH:3]=1. The catalyst class is: 17. (3) Reactant: [OH:1][C:2]1[CH:15]=[C:14]([CH:16]=[CH2:17])[C:5]2[C:6]([CH2:9][C:10]([O:12][CH3:13])=[O:11])=[CH:7][S:8][C:4]=2[CH:3]=1.C1COCC1.[CH3:23][C:24]([CH3:35])([CH3:34])[C:25](O[C:25](=[O:26])[C:24]([CH3:35])([CH3:34])[CH3:23])=[O:26]. Product: [C:25]([O:1][C:2]1[CH:15]=[C:14]([CH:16]=[CH2:17])[C:5]2[C:6]([CH2:9][C:10]([O:12][CH3:13])=[O:11])=[CH:7][S:8][C:4]=2[CH:3]=1)(=[O:26])[C:24]([CH3:35])([CH3:34])[CH3:23]. The catalyst class is: 850. (4) Reactant: C([O-])([O-])=O.[K+].[K+].Br[C:8]1[CH:9]=[C:10]2[C:14](=[C:15]([C:17]([NH2:19])=[O:18])[CH:16]=1)[NH:13][CH:12]=[C:11]2[CH:20]1[CH2:25][CH2:24][N:23]([S:26]([CH2:29][CH3:30])(=[O:28])=[O:27])[CH2:22][CH2:21]1.[CH2:31]([O:33][C:34]1[CH:35]=[C:36](B(O)O)[CH:37]=[CH:38][CH:39]=1)[CH3:32]. Product: [CH2:31]([O:33][C:34]1[CH:39]=[C:38]([C:8]2[CH:9]=[C:10]3[C:14](=[C:15]([C:17]([NH2:19])=[O:18])[CH:16]=2)[NH:13][CH:12]=[C:11]3[CH:20]2[CH2:25][CH2:24][N:23]([S:26]([CH2:29][CH3:30])(=[O:27])=[O:28])[CH2:22][CH2:21]2)[CH:37]=[CH:36][CH:35]=1)[CH3:32]. The catalyst class is: 127. (5) Reactant: [CH2:1]([O:3][C:4]([CH:6]1[N:11](CC2C=CC(OC)=CC=2OC)[CH2:10][C:9]2[S:23][N:24]=[C:25]([C:26]3[CH:31]=[CH:30][CH:29]=[CH:28][CH:27]=3)[C:8]=2[C:7]1=[O:32])=[O:5])[CH3:2].O=S(Cl)Cl. Product: [CH2:1]([O:3][C:4]([C:6]1[C:7]([OH:32])=[C:8]2[C:25]([C:26]3[CH:27]=[CH:28][CH:29]=[CH:30][CH:31]=3)=[N:24][S:23][C:9]2=[CH:10][N:11]=1)=[O:5])[CH3:2]. The catalyst class is: 2. (6) Reactant: [CH3:1][O:2][CH2:3][CH2:4][N:5]1[C:10](=[O:11])[CH:9]=[CH:8][C:7]([C:12](Cl)=[O:13])=[CH:6]1.[N:15]1[CH:20]=[CH:19][CH:18]=[C:17]([C:21]2[CH:25]=[C:24]([C:26]([F:29])([F:28])[F:27])[N:23]([C:30]3[N:35]=[CH:34][C:33]([NH2:36])=[CH:32][CH:31]=3)[N:22]=2)[CH:16]=1. Product: [N:15]1[CH:20]=[CH:19][CH:18]=[C:17]([C:21]2[CH:25]=[C:24]([C:26]([F:27])([F:28])[F:29])[N:23]([C:30]3[N:35]=[CH:34][C:33]([NH:36][C:12]([C:7]4[CH:8]=[CH:9][C:10](=[O:11])[N:5]([CH2:4][CH2:3][O:2][CH3:1])[CH:6]=4)=[O:13])=[CH:32][CH:31]=3)[N:22]=2)[CH:16]=1. The catalyst class is: 17. (7) Reactant: Br[C:2]1[CH:3]=[C:4]([C:26]2[CH:27]=[CH:28][C:29]([Cl:41])=[C:30]3[C:34]=2[N:33]([CH3:35])[N:32]=[C:31]3[NH:36][S:37]([CH3:40])(=[O:39])=[O:38])[C:5]([C@@H:8]([NH:18][C:19](=[O:25])[O:20][C:21]([CH3:24])([CH3:23])[CH3:22])[CH2:9][C:10]2[CH:15]=[C:14]([F:16])[CH:13]=[C:12]([F:17])[CH:11]=2)=[N:6][CH:7]=1.CCOC(C)=O.[CH3:48][N:49](C=O)C. Product: [Cl:41][C:29]1[CH:28]=[CH:27][C:26]([C:4]2[C:5]([C@@H:8]([NH:18][C:19](=[O:25])[O:20][C:21]([CH3:23])([CH3:22])[CH3:24])[CH2:9][C:10]3[CH:15]=[C:14]([F:16])[CH:13]=[C:12]([F:17])[CH:11]=3)=[N:6][CH:7]=[C:2]([C:48]#[N:49])[CH:3]=2)=[C:34]2[C:30]=1[C:31]([NH:36][S:37]([CH3:40])(=[O:38])=[O:39])=[N:32][N:33]2[CH3:35]. The catalyst class is: 380. (8) Reactant: Br[C:2]1[CH:3]=[N:4][CH:5]=[C:6]([Br:9])[C:7]=1[CH3:8].C([Li])CCC.[CH:15](=[O:17])[CH3:16].C(=O)=O. Product: [Br:9][C:6]1[C:7]([CH3:8])=[C:2]([CH:15]([OH:17])[CH3:16])[CH:3]=[N:4][CH:5]=1. The catalyst class is: 1. (9) Reactant: [O:1]1[C:9]2[CH:8]=[CH:7][N:6]=[CH:5][C:4]=2[N:3]=[C:2]1[C:10]1[C:11]([NH2:16])=[N:12][CH:13]=[CH:14][N:15]=1.[Br:17]N1C(=O)CCC1=O. Product: [Br:17][C:14]1[N:15]=[C:10]([C:2]2[O:1][C:9]3[CH:8]=[CH:7][N:6]=[CH:5][C:4]=3[N:3]=2)[C:11]([NH2:16])=[N:12][CH:13]=1. The catalyst class is: 86. (10) Reactant: [CH3:1][O:2][C:3]1[CH:8]=[C:7](/[CH:9]=[CH:10]/[C:11]2[CH:16]=[CH:15][CH:14]=[CH:13][CH:12]=2)[CH:6]=[CH:5][N:4]=1. Product: [CH3:1][O:2][C:3]1[CH:8]=[C:7]([CH2:9][CH2:10][C:11]2[CH:16]=[CH:15][CH:14]=[CH:13][CH:12]=2)[CH:6]=[CH:5][N:4]=1. The catalyst class is: 5.